From a dataset of Forward reaction prediction with 1.9M reactions from USPTO patents (1976-2016). Predict the product of the given reaction. (1) Given the reactants F[C:2]1[CH:20]=[CH:19][CH:18]=[CH:17][C:3]=1[CH2:4][C:5]1[CH:6]=[CH:7][C:8]2[N:9]([C:11]([CH:14]([CH3:16])[CH3:15])=[N:12][N:13]=2)[CH:10]=1.[Cl-].[F:22]C1C=C(C=CC=1)C[Zn+], predict the reaction product. The product is: [F:22][C:20]1[CH:2]=[C:3]([CH:17]=[CH:18][CH:19]=1)[CH2:4][C:5]1[CH:6]=[CH:7][C:8]2[N:9]([C:11]([CH:14]([CH3:16])[CH3:15])=[N:12][N:13]=2)[CH:10]=1. (2) Given the reactants C([O:8][C:9]1[CH:14]=[CH:13][C:12]([CH:15]2[CH2:20][CH:19](Br)[CH:18]([CH2:22][CH2:23][CH3:24])[CH2:17][O:16]2)=[CH:11][C:10]=1[F:25])C1C=CC=CC=1.C(N(CC)CC)C, predict the reaction product. The product is: [F:25][C:10]1[CH:11]=[C:12]([CH:15]2[CH2:20][CH2:19][CH:18]([CH2:22][CH2:23][CH3:24])[CH2:17][O:16]2)[CH:13]=[CH:14][C:9]=1[OH:8]. (3) Given the reactants C1N=CN(C(N2C=NC=C2)=O)C=1.[CH3:13][C:14]1([C:17]([OH:19])=O)[CH2:16][CH2:15]1.[Cl:20][C:21]1[C:33]([CH2:34][N:35]2[CH2:39][CH2:38][CH2:37][CH2:36]2)=[CH:32][CH:31]=[CH:30][C:22]=1[O:23][C@H:24]1[CH2:27][C@H:26]([CH2:28][NH2:29])[CH2:25]1, predict the reaction product. The product is: [ClH:20].[Cl:20][C:21]1[C:33]([CH2:34][N:35]2[CH2:39][CH2:38][CH2:37][CH2:36]2)=[CH:32][CH:31]=[CH:30][C:22]=1[O:23][C@H:24]1[CH2:27][C@H:26]([CH2:28][NH:29][C:17]([C:14]2([CH3:13])[CH2:16][CH2:15]2)=[O:19])[CH2:25]1.